This data is from Forward reaction prediction with 1.9M reactions from USPTO patents (1976-2016). The task is: Predict the product of the given reaction. (1) Given the reactants [OH:1][CH2:2][C:3]1[C:11]2[O:10][C:9]([CH:12]([CH3:14])[CH3:13])=[CH:8][C:7]=2[CH:6]=[C:5]([C:15]#[N:16])[CH:4]=1.[CH3:17][S:18](Cl)(=[O:20])=[O:19].O.Cl, predict the reaction product. The product is: [CH3:17][S:18]([O:1][CH2:2][C:3]1[C:11]2[O:10][C:9]([CH:12]([CH3:13])[CH3:14])=[CH:8][C:7]=2[CH:6]=[C:5]([C:15]#[N:16])[CH:4]=1)(=[O:20])=[O:19]. (2) Given the reactants FC(F)(F)C(O)=O.[CH3:8][C:9]1([CH3:25])[CH2:14][N:13](C(OC(C)(C)C)=O)[CH2:12][C:11]2[CH:22]=[N:23][NH:24][C:10]1=2.C(O)C.[Cl:29]CCl, predict the reaction product. The product is: [ClH:29].[ClH:29].[CH3:8][C:9]1([CH3:25])[CH2:14][NH:13][CH2:12][C:11]2[CH:22]=[N:23][NH:24][C:10]1=2. (3) Given the reactants [NH2:1][C:2]1[C:7]([C:8]([C:10]2[CH:15]=[CH:14][CH:13]=[CH:12][CH:11]=2)=[O:9])=[C:6]([O:16][CH3:17])[C:5]([Cl:18])=[CH:4][CH:3]=1.[C:19]([C:23]1[CH:28]=[CH:27][C:26]([S:29](Cl)(=[O:31])=[O:30])=[CH:25][CH:24]=1)([CH3:22])([CH3:21])[CH3:20], predict the reaction product. The product is: [C:8]([C:7]1[C:6]([O:16][CH3:17])=[C:5]([Cl:18])[CH:4]=[CH:3][C:2]=1[NH:1][S:29]([C:26]1[CH:27]=[CH:28][C:23]([C:19]([CH3:22])([CH3:21])[CH3:20])=[CH:24][CH:25]=1)(=[O:31])=[O:30])(=[O:9])[C:10]1[CH:15]=[CH:14][CH:13]=[CH:12][CH:11]=1. (4) Given the reactants F[C:2]1[CH:3]=[CH:4][C:5]([C:8]([NH2:10])=[O:9])=[N:6][CH:7]=1.[O:11]1CCO[CH:12]1[C:16]1[CH:21]=[CH:20][C:19]([OH:22])=[C:18]([CH3:23])[CH:17]=1, predict the reaction product. The product is: [CH:12]([C:16]1[CH:21]=[CH:20][C:19]([O:22][C:2]2[CH:3]=[CH:4][C:5]([C:8]([NH2:10])=[O:9])=[N:6][CH:7]=2)=[C:18]([CH3:23])[CH:17]=1)=[O:11]. (5) Given the reactants [CH3:1][C:2]1[C:10]2[CH2:9][O:8][C:7](=[O:11])[C:6]=2[CH:5]=[CH:4][C:3]=1[CH:12]1[CH2:14][O:13]1.[CH3:15][C:16]1[C:24]2[CH2:23][O:22][C:21](=[O:25])[C:20]=2[CH:19]=[CH:18][C:17]=1[CH2:26][CH2:27][N:28]1[CH2:33][CH2:32][NH:31][CH2:30][CH2:29]1, predict the reaction product. The product is: [OH:13][CH:12]([C:3]1[CH:4]=[CH:5][C:6]2[C:7](=[O:11])[O:8][CH2:9][C:10]=2[C:2]=1[CH3:1])[CH2:14][N:31]1[CH2:32][CH2:33][N:28]([CH2:27][CH2:26][C:17]2[CH:18]=[CH:19][C:20]3[C:21](=[O:25])[O:22][CH2:23][C:24]=3[C:16]=2[CH3:15])[CH2:29][CH2:30]1.